From a dataset of Merck oncology drug combination screen with 23,052 pairs across 39 cell lines. Regression. Given two drug SMILES strings and cell line genomic features, predict the synergy score measuring deviation from expected non-interaction effect. (1) Drug 2: Cn1cc(-c2cnn3c(N)c(Br)c(C4CCCNC4)nc23)cn1. Cell line: HT144. Synergy scores: synergy=8.95. Drug 1: O=S1(=O)NC2(CN1CC(F)(F)F)C1CCC2Cc2cc(C=CCN3CCC(C(F)(F)F)CC3)ccc2C1. (2) Drug 1: CC1CC2C3CCC4=CC(=O)C=CC4(C)C3(F)C(O)CC2(C)C1(O)C(=O)CO. Drug 2: C#Cc1cccc(Nc2ncnc3cc(OCCOC)c(OCCOC)cc23)c1. Cell line: MSTO. Synergy scores: synergy=-61.2. (3) Drug 1: N#Cc1ccc(Cn2cncc2CN2CCN(c3cccc(Cl)c3)C(=O)C2)cc1. Drug 2: CNC(=O)c1cc(Oc2ccc(NC(=O)Nc3ccc(Cl)c(C(F)(F)F)c3)cc2)ccn1. Cell line: LNCAP. Synergy scores: synergy=-2.56. (4) Drug 1: CC1CC2C3CCC4=CC(=O)C=CC4(C)C3(F)C(O)CC2(C)C1(O)C(=O)CO. Drug 2: O=C(CCCCCCC(=O)Nc1ccccc1)NO. Cell line: SKMEL30. Synergy scores: synergy=14.5. (5) Drug 1: CN(C)C(=N)N=C(N)N. Drug 2: Cc1nc(Nc2ncc(C(=O)Nc3c(C)cccc3Cl)s2)cc(N2CCN(CCO)CC2)n1. Cell line: RPMI7951. Synergy scores: synergy=5.27.